From a dataset of Reaction yield outcomes from USPTO patents with 853,638 reactions. Predict the reaction yield, written as a fraction of the theoretical maximum amount of product (1.0 means a 100% yield; for example, 0.34 means a 34% yield). (1) The reactants are [C:1]([C:9]1[C:10]([OH:21])=[CH:11][CH:12]=[C:13]2[C:18]=1[O:17][C:16](=[O:19])[CH:15]=[C:14]2[CH3:20])(=O)[C:2]1[CH:7]=[CH:6][CH:5]=[CH:4][CH:3]=1.Br[CH2:23][C:24]([C:26]1[CH:31]=[CH:30][CH:29]=[CH:28][CH:27]=1)=[O:25].C([O-])([O-])=O.[K+].[K+].CCCCCC.C(OCC)(=O)C. The catalyst is CC#N. The product is [C:24]([C:23]1[O:21][C:10]2=[CH:11][CH:12]=[C:13]3[C:18]([O:17][C:16](=[O:19])[CH:15]=[C:14]3[CH3:20])=[C:9]2[C:1]=1[C:2]1[CH:7]=[CH:6][CH:5]=[CH:4][CH:3]=1)(=[O:25])[C:26]1[CH:31]=[CH:30][CH:29]=[CH:28][CH:27]=1. The yield is 0.710. (2) The reactants are [F:1][C:2]1[C:3]([C:9]#N)=[N:4][CH:5]=[C:6]([F:8])[CH:7]=1.CC(C[AlH]CC(C)C)C.Cl.C([O-])(O)=[O:22].[Na+]. The catalyst is C(Cl)Cl. The product is [F:1][C:2]1[C:3]([CH:9]=[O:22])=[N:4][CH:5]=[C:6]([F:8])[CH:7]=1. The yield is 0.200. (3) The reactants are FC(F)(F)C([NH:5][CH2:6][CH2:7][CH2:8][C:9]1[C:10]([NH2:25])=[N:11][C:12](=[O:24])[N:13]([CH:23]=1)[C@@H:14]1[O:22][C@H:19]([CH2:20][OH:21])[C@@H:17]([OH:18])[C@H:15]1[OH:16])=O.[OH-].[NH4+]. The catalyst is O. The product is [NH2:5][CH2:6][CH2:7][CH2:8][C:9]1[C:10]([NH2:25])=[N:11][C:12](=[O:24])[N:13]([CH:23]=1)[C@@H:14]1[O:22][C@H:19]([CH2:20][OH:21])[C@@H:17]([OH:18])[C@H:15]1[OH:16]. The yield is 0.980. (4) The reactants are CC(C)(OC(=O)[NH:6][CH2:7][CH2:8][O:9][CH2:10][CH2:11][O:12][CH2:13][CH2:14][O:15][CH2:16][CH2:17][O:18][CH2:19][CH2:20][O:21][CH2:22][CH2:23][O:24][CH2:25][CH2:26][O:27][CH2:28][CH2:29][O:30][CH2:31][CH2:32][O:33][CH2:34][CH2:35][O:36][CH2:37][CH2:38][O:39][CH2:40][CH2:41][NH:42][C:43]([C:45]([CH2:62][CH2:63][CH2:64][CH2:65][CH2:66][CH2:67][CH2:68][CH2:69][CH2:70][CH2:71][CH3:72])([CH2:49][CH2:50][CH2:51][CH2:52][CH2:53][CH2:54][CH2:55][CH2:56][CH2:57][CH2:58][C:59]([OH:61])=[O:60])[C:46]([OH:48])=[O:47])=[O:44])C.FC(F)(F)C(O)=O.O.C(#N)C. The catalyst is C(Cl)Cl. The product is [NH2:6][CH2:7][CH2:8][O:9][CH2:10][CH2:11][O:12][CH2:13][CH2:14][O:15][CH2:16][CH2:17][O:18][CH2:19][CH2:20][O:21][CH2:22][CH2:23][O:24][CH2:25][CH2:26][O:27][CH2:28][CH2:29][O:30][CH2:31][CH2:32][O:33][CH2:34][CH2:35][O:36][CH2:37][CH2:38][O:39][CH2:40][CH2:41][NH:42][C:43]([C:45]([CH2:62][CH2:63][CH2:64][CH2:65][CH2:66][CH2:67][CH2:68][CH2:69][CH2:70][CH2:71][CH3:72])([CH2:49][CH2:50][CH2:51][CH2:52][CH2:53][CH2:54][CH2:55][CH2:56][CH2:57][CH2:58][C:59]([OH:61])=[O:60])[C:46]([OH:48])=[O:47])=[O:44]. The yield is 0.550. (5) The reactants are [F:1][C:2]1[CH:32]=[CH:31][C:5](/[CH:6]=[CH:7]/[C:8]2[CH:13]=[CH:12][N:11]([C:14]3[CH:15]=[C:16]4[C:20](=[CH:21][CH:22]=3)[N:19]([CH2:23][CH2:24][N:25]3[CH2:29][CH2:28][CH2:27][CH2:26]3)[N:18]=[CH:17]4)[C:10](=[O:30])[CH:9]=2)=[CH:4][CH:3]=1.C([O-])=O.[NH4+].[ClH:37]. The catalyst is CO.[Pd].CCOCC. The product is [ClH:37].[F:1][C:2]1[CH:32]=[CH:31][C:5]([CH2:6][CH2:7][C:8]2[CH:13]=[CH:12][N:11]([C:14]3[CH:15]=[C:16]4[C:20](=[CH:21][CH:22]=3)[N:19]([CH2:23][CH2:24][N:25]3[CH2:29][CH2:28][CH2:27][CH2:26]3)[N:18]=[CH:17]4)[C:10](=[O:30])[CH:9]=2)=[CH:4][CH:3]=1. The yield is 0.0850. (6) The reactants are [Br:1][C:2]1[CH:3]=[C:4]([CH:8]([OH:21])[CH2:9][NH:10][CH2:11][C:12]([NH:14][C:15]2[CH:20]=[CH:19][CH:18]=[CH:17][CH:16]=2)=[O:13])[CH:5]=[CH:6][CH:7]=1.C(N(CC)C(C)C)(C)C.[C:31]1([S:37](Cl)(=[O:39])=[O:38])[CH:36]=[CH:35][CH:34]=[CH:33][CH:32]=1.OS([O-])(=O)=O.[K+]. The catalyst is C(Cl)Cl. The product is [C:31]1([S:37]([N:10]([CH2:9][CH:8]([C:4]2[CH:5]=[CH:6][CH:7]=[C:2]([Br:1])[CH:3]=2)[OH:21])[CH2:11][C:12]([NH:14][C:15]2[CH:16]=[CH:17][CH:18]=[CH:19][CH:20]=2)=[O:13])(=[O:39])=[O:38])[CH:36]=[CH:35][CH:34]=[CH:33][CH:32]=1. The yield is 0.990.